This data is from Catalyst prediction with 721,799 reactions and 888 catalyst types from USPTO. The task is: Predict which catalyst facilitates the given reaction. (1) Reactant: Br[CH2:2][C:3]1[C:8]([CH3:9])=[C:7]([F:10])[CH:6]=[CH:5][C:4]=1[N:11]1[C:15](=[O:16])[N:14]([CH3:17])[N:13]=[N:12]1.[Cl:18][C:19]1[CH:24]=[CH:23][C:22]([N:25]2[CH:29]=[CH:28][C:27]([OH:30])=[N:26]2)=[CH:21][CH:20]=1.C(=O)([O-])[O-].[K+].[K+].C(#N)C. Product: [Cl:18][C:19]1[CH:20]=[CH:21][C:22]([N:25]2[CH:29]=[CH:28][C:27]([O:30][CH2:2][C:3]3[C:8]([CH3:9])=[C:7]([F:10])[CH:6]=[CH:5][C:4]=3[N:11]3[C:15](=[O:16])[N:14]([CH3:17])[N:13]=[N:12]3)=[N:26]2)=[CH:23][CH:24]=1. The catalyst class is: 6. (2) Reactant: [CH3:1][Mg]Br.[Cl:4][C:5]1[CH:6]=[C:7]2[C:11](=[C:12]([CH:14]=[O:15])[CH:13]=1)[N:10]([CH2:16][O:17][CH2:18][CH2:19][Si:20]([CH3:23])([CH3:22])[CH3:21])[CH:9]=[C:8]2[C:24]#[N:25]. Product: [Cl:4][C:5]1[CH:6]=[C:7]2[C:11](=[C:12]([CH:14]([OH:15])[CH3:1])[CH:13]=1)[N:10]([CH2:16][O:17][CH2:18][CH2:19][Si:20]([CH3:22])([CH3:21])[CH3:23])[CH:9]=[C:8]2[C:24]#[N:25]. The catalyst class is: 1.